Dataset: Forward reaction prediction with 1.9M reactions from USPTO patents (1976-2016). Task: Predict the product of the given reaction. The product is: [N:21]1[CH:22]=[CH:23][CH:24]=[CH:25][C:20]=1[S:17]([NH:16][CH2:15][C:11]1[N:10]=[C:9]([NH:8][CH2:26][C:27]([O:29][CH2:30][CH3:31])=[O:28])[CH:14]=[CH:13][CH:12]=1)(=[O:18])=[O:19]. Given the reactants C(OC([N:8]([CH2:26][C:27]([O:29][C:30](C)(C)[CH3:31])=[O:28])[C:9]1[CH:14]=[CH:13][CH:12]=[C:11]([CH2:15][NH:16][S:17]([C:20]2[CH:25]=[CH:24][CH:23]=[CH:22][N:21]=2)(=[O:19])=[O:18])[N:10]=1)=O)(C)(C)C.Cl.C(O)C.[OH-].[Na+], predict the reaction product.